Dataset: Full USPTO retrosynthesis dataset with 1.9M reactions from patents (1976-2016). Task: Predict the reactants needed to synthesize the given product. (1) Given the product [CH3:16][C:8]1[CH:13]=[CH:12][CH:11]=[CH:10][C:9]=1[CH2:14][N:15]([CH2:27][C:23]1[N:22]([C:18]2[S:17][CH:2]=[CH:3][N:19]=2)[CH:26]=[CH:25][CH:24]=1)[CH2:27][C:23]1[N:22]([C:18]2[S:17][CH:21]=[CH:20][N:19]=2)[CH:26]=[CH:25][CH:24]=1, predict the reactants needed to synthesize it. The reactants are: F[C:2](F)(F)[C:3]([O-])=O.[C:8]1([CH3:16])[CH:13]=[CH:12][CH:11]=[CH:10][C:9]=1[CH2:14][NH2:15].[S:17]1[CH:21]=[CH:20][N:19]=[C:18]1[N:22]1[CH:26]=[CH:25][CH:24]=[C:23]1[CH:27]=O. (2) Given the product [NH2:11][C:8]1[CH:9]=[CH:10][C:5]([O:4][C:3]2[CH:23]=[CH:24][C:25]([F:27])=[CH:26][C:2]=2[F:1])=[C:6]([C:14]2[C:15]([F:22])=[CH:16][C:17](=[O:21])[N:18]([CH3:20])[CH:19]=2)[CH:7]=1, predict the reactants needed to synthesize it. The reactants are: [F:1][C:2]1[CH:26]=[C:25]([F:27])[CH:24]=[CH:23][C:3]=1[O:4][C:5]1[CH:10]=[CH:9][C:8]([N+:11]([O-])=O)=[CH:7][C:6]=1[C:14]1[C:15]([F:22])=[CH:16][C:17](=[O:21])[N:18]([CH3:20])[CH:19]=1.[Cl-].[NH4+].O.C(O)C. (3) Given the product [CH2:1]([O:3][C:4](=[O:16])[C:5]1[CH:10]=[CH:9][C:8]([O:11][CH:12]([CH3:13])[CH3:14])=[C:7]([O:15][CH2:26][CH2:25][C:19]2[CH:20]=[CH:21][C:22]([Cl:24])=[CH:23][C:18]=2[Cl:17])[CH:6]=1)[CH3:2], predict the reactants needed to synthesize it. The reactants are: [CH2:1]([O:3][C:4](=[O:16])[C:5]1[CH:10]=[CH:9][C:8]([O:11][CH:12]([CH3:14])[CH3:13])=[C:7]([OH:15])[CH:6]=1)[CH3:2].[Cl:17][C:18]1[CH:23]=[C:22]([Cl:24])[CH:21]=[CH:20][C:19]=1[CH2:25][CH2:26]O.C1(P(C2C=CC=CC=2)C2C=CC=CC=2)C=CC=CC=1.CCOC(/N=N/C(OCC)=O)=O.